Dataset: Forward reaction prediction with 1.9M reactions from USPTO patents (1976-2016). Task: Predict the product of the given reaction. (1) The product is: [CH3:12][C:9]1([OH:10])[C:8]2[C:3](=[CH:4][CH:5]=[CH:6][CH:7]=2)[CH2:2][CH2:1][CH2:11]1. Given the reactants [CH2:1]1[CH2:11][C:9](=[O:10])[C:8]2[C:3](=[CH:4][CH:5]=[CH:6][CH:7]=2)[CH2:2]1.[CH3:12][Mg]Br, predict the reaction product. (2) Given the reactants [Cl:1][C:2]1[N:3]=[C:4]([N:14]2[CH2:19][CH2:18][O:17][CH2:16][CH2:15]2)[C:5]2[S:10][C:9]([CH2:11][NH:12][CH3:13])=[CH:8][C:6]=2[N:7]=1.[CH:20]1([N:26]2[CH2:31][CH2:30][C:29](=O)[CH2:28][CH2:27]2)[CH2:25][CH2:24][CH2:23][CH2:22][CH2:21]1, predict the reaction product. The product is: [Cl:1][C:2]1[N:3]=[C:4]([N:14]2[CH2:19][CH2:18][O:17][CH2:16][CH2:15]2)[C:5]2[S:10][C:9]([CH2:11][N:12]([CH:29]3[CH2:30][CH2:31][N:26]([CH:20]4[CH2:25][CH2:24][CH2:23][CH2:22][CH2:21]4)[CH2:27][CH2:28]3)[CH3:13])=[CH:8][C:6]=2[N:7]=1. (3) The product is: [F:1][C:2]1[CH:7]=[C:6]([O:8][CH2:9][CH2:10][C@@H:11]2[CH2:13][C@@H:12]2[CH:14]2[CH2:15][CH2:16][N:17]([C:20]3[N:25]=[CH:24][C:23]([CH2:26][O:27][CH3:28])=[CH:22][N:21]=3)[CH2:18][CH2:19]2)[CH:5]=[CH:4][C:3]=1[CH2:29][C:30]([NH:39][NH2:40])=[O:31]. Given the reactants [F:1][C:2]1[CH:7]=[C:6]([O:8][CH2:9][CH2:10][C@@H:11]2[CH2:13][C@@H:12]2[CH:14]2[CH2:19][CH2:18][N:17]([C:20]3[N:25]=[CH:24][C:23]([CH2:26][O:27][CH3:28])=[CH:22][N:21]=3)[CH2:16][CH2:15]2)[CH:5]=[CH:4][C:3]=1[CH2:29][C:30](O)=[O:31].ClC(OC)=O.O.[NH2:39][NH2:40], predict the reaction product. (4) Given the reactants [NH:1]1[C:9]2[C:4](=[CH:5][CH:6]=[CH:7][CH:8]=2)[C:3]([CH2:10][CH2:11][NH2:12])=[CH:2]1.[C:13](O[C:13]([O:14][C:15]([CH3:18])([CH3:17])[CH3:16])=[O:19])(=[O:19])[O:14][C:15]([CH3:18])([CH3:17])[CH3:16], predict the reaction product. The product is: [NH:1]1[C:9]2[C:4](=[CH:5][CH:6]=[CH:7][CH:8]=2)[C:3]([CH2:10][CH2:11][NH:12][C:13](=[O:19])[O:14][C:15]([CH3:18])([CH3:17])[CH3:16])=[CH:2]1. (5) Given the reactants [Br:1][C:2]1[CH:3]=[C:4]([Cl:14])[C:5]2[O:9][C:8]([CH2:11][OH:12])([CH3:10])[CH2:7][C:6]=2[CH:13]=1.[CH3:15][S:16](Cl)(=[O:18])=[O:17].C(N(CC)CC)C.O, predict the reaction product. The product is: [CH3:15][S:16]([O:12][CH2:11][C:8]1([CH3:10])[CH2:7][C:6]2[CH:13]=[C:2]([Br:1])[CH:3]=[C:4]([Cl:14])[C:5]=2[O:9]1)(=[O:18])=[O:17]. (6) Given the reactants [CH3:1][NH:2][N:3]=[CH:4][C:5](=[O:7])[CH3:6].[CH3:8][C:9]1[CH:10]=[C:11]([C:16](=O)[CH:17]=[O:18])[CH:12]=[C:13]([CH3:15])[CH:14]=1.CCCCCC.C(OCC)(=O)C, predict the reaction product. The product is: [CH3:8][C:9]1[CH:10]=[C:11]([C:16]2[N:2]([CH3:1])[N:3]=[C:4]([C:5](=[O:7])[CH3:6])[C:17]=2[OH:18])[CH:12]=[C:13]([CH3:15])[CH:14]=1. (7) Given the reactants [C:1](Cl)(=[O:4])[CH:2]=[CH2:3].[Cl:6][C:7]1[C:8]([C:30]2[CH:31]=[N:32][N:33]3[CH:38]=[CH:37][CH:36]=[CH:35][C:34]=23)=[N:9][C:10]([NH:13][C:14]2[CH:15]=[C:16]([NH2:29])[C:17]([C:22]3[CH2:23][CH2:24][N:25]([CH3:28])[CH2:26][CH:27]=3)=[CH:18][C:19]=2[O:20][CH3:21])=[N:11][CH:12]=1.CCN(C(C)C)C(C)C, predict the reaction product. The product is: [Cl:6][C:7]1[C:8]([C:30]2[CH:31]=[N:32][N:33]3[CH:38]=[CH:37][CH:36]=[CH:35][C:34]=23)=[N:9][C:10]([NH:13][C:14]2[C:19]([O:20][CH3:21])=[CH:18][C:17]([C:22]3[CH2:23][CH2:24][N:25]([CH3:28])[CH2:26][CH:27]=3)=[C:16]([NH:29][C:1](=[O:4])[CH:2]=[CH2:3])[CH:15]=2)=[N:11][CH:12]=1.